Dataset: Full USPTO retrosynthesis dataset with 1.9M reactions from patents (1976-2016). Task: Predict the reactants needed to synthesize the given product. Given the product [C:56]([C:43]1[CH:48]=[CH:47][C:46]([CH2:12][CH:2]([NH:1][C:35]([C:28]2[C:29]3[C:34](=[CH:33][CH:32]=[CH:31][CH:30]=3)[C:25]([F:24])=[CH:26][CH:27]=2)=[O:37])[CH:3]([C:5]2[CH:10]=[CH:9][C:8]([F:11])=[CH:7][CH:6]=2)[OH:4])=[CH:45][CH:44]=1)([CH3:57])([CH3:61])[CH3:55], predict the reactants needed to synthesize it. The reactants are: [NH2:1][CH:2]([CH2:12]CC1C=CC(C(C)(C)C)=CC=1)[CH:3]([C:5]1[CH:10]=[CH:9][C:8]([F:11])=[CH:7][CH:6]=1)[OH:4].[F:24][C:25]1[C:34]2[C:29](=[CH:30][CH:31]=[CH:32][CH:33]=2)[C:28]([C:35]([OH:37])=O)=[CH:27][CH:26]=1.O.ON1[C:44]2[CH:45]=[CH:46][CH:47]=[CH:48][C:43]=2N=N1.Cl.C(N=C=N[CH2:55][CH2:56][CH2:57]N(C)C)C.[C:61](#N)C.